From a dataset of Full USPTO retrosynthesis dataset with 1.9M reactions from patents (1976-2016). Predict the reactants needed to synthesize the given product. Given the product [Br:1][C:29]1[N:30]=[C:25]([CH2:23][CH3:24])[C:26]([NH:33][C@@H:34]2[C:39]3[CH:40]=[CH:41][S:42][C:38]=3[CH2:37][CH2:36][C@@H:35]2[CH2:43][CH2:44][CH3:45])=[N:27][C:28]=1[CH2:31][CH3:32], predict the reactants needed to synthesize it. The reactants are: [Br:1]C1N=C(CC)C(N[C@@H]2C3C(=CC=CC=3)C[C@@H]2O)=NC=1CC.[CH2:23]([C:25]1[C:26]([NH:33][C@@H:34]2[C:39]3[CH:40]=[CH:41][S:42][C:38]=3[CH2:37][CH2:36][C@@H:35]2[CH2:43][CH2:44][CH3:45])=[N:27][C:28]([CH2:31][CH3:32])=[CH:29][N:30]=1)[CH3:24].